The task is: Predict the reaction yield, written as a fraction of the theoretical maximum amount of product (1.0 means a 100% yield; for example, 0.34 means a 34% yield).. This data is from Reaction yield outcomes from USPTO patents with 853,638 reactions. (1) The reactants are C(OCC1C=[C:13]([N:15]([CH3:17])[CH3:16])[CH:12]=[CH:11]C=1)(=O)CCCC.[C:18]([O:21]CC)(=[O:20])[CH3:19]. The catalyst is [Pd]. The product is [CH3:16][N:15]([CH3:17])[CH2:13][CH2:12][CH2:11][CH2:19][C:18]([OH:21])=[O:20]. The yield is 0.604. (2) The reactants are [ClH:1].[F:2][C:3]([F:20])([F:19])[CH2:4][CH2:5][C@@H:6]([NH:10][C@@H](C1C=CC=CC=1)C)[C:7]([NH2:9])=[O:8].CO.O. The catalyst is [Pd].[OH-].[OH-].[Pd+2].ClCCl. The product is [ClH:1].[NH2:10][C@H:6]([CH2:5][CH2:4][C:3]([F:2])([F:19])[F:20])[C:7]([NH2:9])=[O:8]. The yield is 0.910. (3) The reactants are [Br:1][C:2]1[CH:7]=[CH:6][C:5]([O:8][CH3:9])=[C:4]([OH:10])[C:3]=1[OH:11].C(=O)([O-])[O-].[K+].[K+].[CH3:18][O:19][CH2:20]Cl. The catalyst is CC(C)=O. The product is [Br:1][C:2]1[C:3]([O:11][CH2:18][O:19][CH3:20])=[C:4]([OH:10])[C:5]([O:8][CH3:9])=[CH:6][CH:7]=1. The yield is 0.380. (4) The reactants are [C:1]([CH:5]1[CH:18]=[CH:17][C:16]2[C:7](=[C:8]3[C:13](=[CH:14][N:15]=2)[CH:12]=[CH:11][C:10]([C:19]([CH3:22])([CH3:21])[CH3:20])=[CH:9]3)[C:6]1=O)([CH3:4])([CH3:3])[CH3:2].P(Cl)(Cl)(Cl)(Cl)[Cl:25].P(Cl)(Cl)(Cl)=O. The catalyst is C1(C)C=CC=CC=1. The product is [C:1]([C:5]1[CH:18]=[CH:17][C:16]2[C:7](=[C:8]3[C:13](=[C:14]([Cl:25])[N:15]=2)[CH:12]=[CH:11][C:10]([C:19]([CH3:22])([CH3:21])[CH3:20])=[CH:9]3)[CH:6]=1)([CH3:4])([CH3:3])[CH3:2]. The yield is 0.980. (5) The reactants are [CH2:1]([O:3][C:4](=[O:15])[CH:5]=[C:6](Cl)[C:7]1[CH:12]=[CH:11][C:10]([CH3:13])=[CH:9][CH:8]=1)[CH3:2].[C:16]([O:20][C:21]([N:23]1[C:32]2[C:27](=[CH:28][CH:29]=[C:30]([CH2:33][CH2:34][O:35][C:36]3[CH:37]=[C:38]4[C:42](=[CH:43][CH:44]=3)[NH:41][CH:40]=[CH:39]4)[N:31]=2)[CH2:26][CH2:25][CH2:24]1)=[O:22])([CH3:19])([CH3:18])[CH3:17]. No catalyst specified. The product is [C:16]([O:20][C:21]([N:23]1[C:32]2[C:27](=[CH:28][CH:29]=[C:30]([CH2:33][CH2:34][O:35][C:36]3[CH:37]=[C:38]4[C:42](=[CH:43][CH:44]=3)[N:41]([C:6]([C:7]3[CH:12]=[CH:11][C:10]([CH3:13])=[CH:9][CH:8]=3)=[CH:5][C:4]([O:3][CH2:1][CH3:2])=[O:15])[CH:40]=[CH:39]4)[N:31]=2)[CH2:26][CH2:25][CH2:24]1)=[O:22])([CH3:19])([CH3:17])[CH3:18]. The yield is 0.360. (6) The reactants are C(N(CC)CC)C.[O:8]1[CH:12]=[CH:11][CH:10]=[C:9]1[C:13](Cl)=[O:14].[C:16]1([CH3:45])[CH:21]=[CH:20][C:19]([NH:22][CH:23]2[CH2:28][CH2:27][N:26]([CH2:29][CH2:30][C:31]3([CH2:37][CH2:38][N:39]4[CH2:44][CH2:43][O:42][CH2:41][CH2:40]4)[CH2:36][CH2:35][CH2:34][CH2:33][CH2:32]3)[CH2:25][CH2:24]2)=[CH:18][CH:17]=1. The catalyst is C(Cl)Cl. The product is [O:42]1[CH2:43][CH2:44][N:39]([CH2:38][CH2:37][C:31]2([CH2:30][CH2:29][N:26]3[CH2:27][CH2:28][CH:23]([N:22]([C:19]4[CH:20]=[CH:21][C:16]([CH3:45])=[CH:17][CH:18]=4)[C:13]([C:9]4[O:8][CH:12]=[CH:11][CH:10]=4)=[O:14])[CH2:24][CH2:25]3)[CH2:32][CH2:33][CH2:34][CH2:35][CH2:36]2)[CH2:40][CH2:41]1. The yield is 0.720. (7) The reactants are [Cl:1][C:2]1[C:11]([Cl:12])=[CH:10][CH:9]=[C:8]2[C:3]=1[CH:4]=[C:5]([N:13]=[C:14]=S)[N:6]=[CH:7]2.C(=O)([O-])[O-].[Cs+].[Cs+].Cl.Cl.[NH2:24][CH2:25][C@@:26]1([OH:34])[CH:31]2[CH2:32][CH2:33][N:28]([CH2:29][CH2:30]2)[CH2:27]1.C(N=C=NC(C)C)(C)C. The catalyst is CN(C=O)C. The product is [Cl:1][C:2]1[C:11]([Cl:12])=[CH:10][CH:9]=[C:8]2[C:3]=1[CH:4]=[C:5]([NH:13][C:14]1[O:34][C@:26]3([CH2:25][N:24]=1)[CH:31]1[CH2:32][CH2:33][N:28]([CH2:29][CH2:30]1)[CH2:27]3)[N:6]=[CH:7]2. The yield is 0.506. (8) The reactants are [Cl:1][C:2]1[C:3]([F:29])=[C:4]([CH:26]=[CH:27][CH:28]=1)[NH:5][C:6]1[C:15]2[C:10](=[CH:11][C:12]([O:24][CH3:25])=[C:13]([O:16][CH2:17][CH:18]3CCNC[CH2:19]3)[CH:14]=2)[N:9]=[CH:8][N:7]=1.C=O. The catalyst is C(O)=O. The product is [Cl:1][C:2]1[C:3]([F:29])=[C:4]([CH:26]=[CH:27][CH:28]=1)[NH:5][C:6]1[C:15]2[C:10](=[CH:11][C:12]([O:24][CH3:25])=[C:13]([O:16][CH:17]3[CH2:18][CH2:19][N:5]([CH3:6])[CH2:4][CH2:3]3)[CH:14]=2)[N:9]=[CH:8][N:7]=1. The yield is 0.200.